From a dataset of Full USPTO retrosynthesis dataset with 1.9M reactions from patents (1976-2016). Predict the reactants needed to synthesize the given product. (1) Given the product [Cl:26][C:23]1[CH:24]=[CH:25][C:20]([C:18]2[N:30]=[N:29][C:2]3[CH2:3][CH2:4][CH2:5][CH2:6][CH2:7][CH2:8][C:1]=3[CH:17]=2)=[C:21]([CH3:27])[CH:22]=1, predict the reactants needed to synthesize it. The reactants are: [C:1]1(=O)[CH2:8][CH2:7][CH2:6][CH2:5][CH2:4][CH2:3][C:2]1=O.COP([CH2:17][C:18]([C:20]1[CH:25]=[CH:24][C:23]([Cl:26])=[CH:22][C:21]=1[CH3:27])=O)(=O)OC.O.[NH2:29][NH2:30]. (2) The reactants are: [Cl:1][C:2]1[CH:11]=[C:10]2[C:5]([CH2:6][CH2:7][CH2:8][NH:9]2)=[CH:4][CH:3]=1.[CH:12]([O:15][C:16]1[CH:24]=[CH:23][C:22]([S:25]([CH3:28])(=[O:27])=[O:26])=[CH:21][C:17]=1[C:18](O)=[O:19])([CH3:14])[CH3:13]. Given the product [Cl:1][C:2]1[CH:11]=[C:10]2[C:5]([CH2:6][CH2:7][CH2:8][N:9]2[C:18]([C:17]2[CH:21]=[C:22]([S:25]([CH3:28])(=[O:27])=[O:26])[CH:23]=[CH:24][C:16]=2[O:15][CH:12]([CH3:14])[CH3:13])=[O:19])=[CH:4][CH:3]=1, predict the reactants needed to synthesize it. (3) Given the product [C:1]([O:5][C:6](=[O:7])[N:8]([CH3:28])[CH:9]([C:10](=[O:11])[NH:12][CH:13]([C:14]([N:16]1[CH2:20][CH2:19][S:18][CH:17]1[C:21](=[O:23])[NH:39][CH:29]1[C:38]2[C:33](=[CH:34][CH:35]=[CH:36][CH:37]=2)[CH2:32][CH2:31][CH2:30]1)=[O:15])[CH:24]([CH3:25])[CH3:26])[CH3:27])([CH3:4])([CH3:2])[CH3:3], predict the reactants needed to synthesize it. The reactants are: [C:1]([O:5][C:6]([N:8]([CH3:28])[CH:9]([CH3:27])[C:10]([NH:12][CH:13]([CH:24]([CH3:26])[CH3:25])[C:14]([N:16]1[CH2:20][CH2:19][S:18][CH:17]1[C:21]([OH:23])=O)=[O:15])=[O:11])=[O:7])([CH3:4])([CH3:3])[CH3:2].[C@H:29]1([NH2:39])[C:38]2[C:33](=[CH:34][CH:35]=[CH:36][CH:37]=2)[CH2:32][CH2:31][CH2:30]1.Cl.C(N=C=NCCCN(C)C)C.O.ON1C2C=CC=CC=2N=N1.CN1CCOCC1. (4) Given the product [CH3:1][O:2][C@@H:3]1[C@H:7]([OH:8])[C@@H:6]([CH3:16])[O:5][C@H:4]1[N:19]1[C:34]2[N:33]=[C:26]([NH:27][C:28](=[O:32])[CH:29]([CH3:30])[CH3:31])[NH:25][C:23](=[O:24])[C:22]=2[N:21]=[CH:20]1, predict the reactants needed to synthesize it. The reactants are: [CH3:1][O:2][C@@H:3]1[C@H:7]([O:8][Si](C(C)(C)C)(C)C)[C@@H:6]([CH:16](I)O)[O:5][C@H:4]1[N:19]1[C:34]2[N:33]=[C:26]([NH:27][C:28](=[O:32])[CH:29]([CH3:31])[CH3:30])[NH:25][C:23](=[O:24])[C:22]=2[N:21]=[CH:20]1.CCN(C(C)C)C(C)C.CCCC[N+](CCCC)(CCCC)CCCC.[F-]. (5) Given the product [ClH:25].[ClH:25].[NH:8]1[CH2:13][CH2:12][CH:11]([NH:14][C:15]2[CH:20]=[CH:19][C:18]([NH:21][C:22](=[O:24])[CH3:23])=[N:17][CH:16]=2)[CH2:10][CH2:9]1, predict the reactants needed to synthesize it. The reactants are: C(OC([N:8]1[CH2:13][CH2:12][CH:11]([NH:14][C:15]2[CH:16]=[N:17][C:18]([NH:21][C:22](=[O:24])[CH3:23])=[CH:19][CH:20]=2)[CH2:10][CH2:9]1)=O)(C)(C)C.[ClH:25]. (6) The reactants are: [CH3:1][Li].[CH3:3][CH:4]([CH2:8][C:9]1[CH:14]=[CH:13][CH:12]=[CH:11][CH:10]=1)[C:5]([OH:7])=O. Given the product [CH3:3][CH:4]([CH2:8][C:9]1[CH:14]=[CH:13][CH:12]=[CH:11][CH:10]=1)[C:5](=[O:7])[CH3:1], predict the reactants needed to synthesize it. (7) Given the product [CH3:1][O:2][C:3]([C:5]1[C:10](=[O:11])[N:9]([CH2:12][C:13]2[CH:18]=[CH:17][C:16]([C:19]([F:22])([F:21])[F:20])=[CH:15][CH:14]=2)[N:8]2[CH:23]=[C:24]([C:28]3[CH:33]=[CH:32][CH:31]=[CH:30][CH:29]=3)[CH:25]=[C:7]2[C:6]=1[OH:27])=[O:4], predict the reactants needed to synthesize it. The reactants are: [CH3:1][O:2][C:3]([C:5]1[C:10](=[O:11])[N:9]([CH2:12][C:13]2[CH:18]=[CH:17][C:16]([C:19]([F:22])([F:21])[F:20])=[CH:15][CH:14]=2)[N:8]2[CH:23]=[C:24](Br)[CH:25]=[C:7]2[C:6]=1[OH:27])=[O:4].[C:28]1(B(O)O)[CH:33]=[CH:32][CH:31]=[CH:30][CH:29]=1.C(=O)([O-])[O-].[Na+].[Na+]. (8) Given the product [F:22][C:21]([F:24])([F:23])[C:2]1[C:3]([O:14][C@H:15]2[CH2:20][CH2:19][C@@H:18]([C:21]([F:24])([F:23])[F:22])[CH2:17][CH2:16]2)=[CH:4][CH:5]=[C:6]2[C:11]=1[CH:10]=[C:9]([CH:12]=[O:13])[CH:8]=[CH:7]2, predict the reactants needed to synthesize it. The reactants are: I[C:2]1[C:3]([O:14][C@H:15]2[CH2:20][CH2:19][C@@H:18]([C:21]([F:24])([F:23])[F:22])[CH2:17][CH2:16]2)=[CH:4][CH:5]=[C:6]2[C:11]=1[CH:10]=[C:9]([CH:12]=[O:13])[CH:8]=[CH:7]2.CN(P(N(C)C)(N(C)C)=O)C. (9) Given the product [F:42][C:20]1[CH:19]=[C:18]([CH2:17][CH:16]2[CH2:43][C:4]([C:5]([O:7][CH2:8][CH3:9])=[O:6])([C:3]([O:11][CH2:12][CH3:13])=[O:10])[CH2:15]2)[CH:23]=[CH:22][C:21]=1[C:24]1[S:25][C:26]2[C:31]([N:32]=1)=[CH:30][CH:29]=[C:28]([C:33]1([C:36]3[CH:37]=[CH:38][CH:39]=[CH:40][CH:41]=3)[CH2:34][CH2:35]1)[N:27]=2, predict the reactants needed to synthesize it. The reactants are: [H-].[Na+].[C:3]([O:11][CH2:12][CH3:13])(=[O:10])[CH2:4][C:5]([O:7][CH2:8][CH3:9])=[O:6].Br[CH2:15][CH:16]([CH2:43]Br)[CH2:17][C:18]1[CH:23]=[CH:22][C:21]([C:24]2[S:25][C:26]3[C:31]([N:32]=2)=[CH:30][CH:29]=[C:28]([C:33]2([C:36]4[CH:41]=[CH:40][CH:39]=[CH:38][CH:37]=4)[CH2:35][CH2:34]2)[N:27]=3)=[C:20]([F:42])[CH:19]=1.